This data is from Reaction yield outcomes from USPTO patents with 853,638 reactions. The task is: Predict the reaction yield, written as a fraction of the theoretical maximum amount of product (1.0 means a 100% yield; for example, 0.34 means a 34% yield). (1) The reactants are C[O:2][C:3](=[O:27])[C:4]1[CH:9]=[CH:8][C:7]([S:10]([N:13]2[C:21]3[C:16](=[CH:17][CH:18]=[CH:19][CH:20]=3)[C:15]([CH:22]3[CH2:26][CH2:25][CH2:24][CH2:23]3)=[CH:14]2)(=[O:12])=[O:11])=[CH:6][CH:5]=1.[OH-].[Na+].Cl. The catalyst is C1COCC1. The product is [CH:22]1([C:15]2[C:16]3[C:21](=[CH:20][CH:19]=[CH:18][CH:17]=3)[N:13]([S:10]([C:7]3[CH:8]=[CH:9][C:4]([C:3]([OH:27])=[O:2])=[CH:5][CH:6]=3)(=[O:12])=[O:11])[CH:14]=2)[CH2:23][CH2:24][CH2:25][CH2:26]1. The yield is 0.895. (2) No catalyst specified. The yield is 0.990. The product is [ClH:16].[CH3:14][N:11]1[CH2:12][CH2:13][NH:8][CH2:9][C:10]1=[O:15]. The reactants are C(OC([N:8]1[CH2:13][CH2:12][N:11]([CH3:14])[C:10](=[O:15])[CH2:9]1)=O)(C)(C)C.[ClH:16].O1CCOCC1.